From a dataset of Forward reaction prediction with 1.9M reactions from USPTO patents (1976-2016). Predict the product of the given reaction. (1) Given the reactants [F:1][C:2]1[CH:3]=[CH:4][C:5]([N:11]=[CH:12][CH2:13][N+:14]([O-:16])=[O:15])=[C:6]([CH:10]=1)[C:7](O)=[O:8].C([O-])(=O)C.[K+], predict the reaction product. The product is: [F:1][C:2]1[CH:10]=[C:6]2[C:5](=[CH:4][CH:3]=1)[N:11]=[CH:12][C:13]([N+:14]([O-:16])=[O:15])=[C:7]2[OH:8]. (2) Given the reactants [O:1]1[CH:5]=[CH:4][CH:3]=[C:2]1[C:6]1[CH:37]=[CH:36][CH:35]=[CH:34][C:7]=1[C:8]([NH:10][C:11]1[CH:16]=[CH:15][C:14]([N:17]2[CH2:22][CH2:21][N:20]([CH:23]([C:28]3[CH:33]=[CH:32][CH:31]=[CH:30][CH:29]=3)[C:24]([O:26]C)=[O:25])[CH2:19][CH2:18]2)=[CH:13][CH:12]=1)=[O:9].[OH-].[K+], predict the reaction product. The product is: [O:1]1[CH:5]=[CH:4][CH:3]=[C:2]1[C:6]1[CH:37]=[CH:36][CH:35]=[CH:34][C:7]=1[C:8]([NH:10][C:11]1[CH:12]=[CH:13][C:14]([N:17]2[CH2:22][CH2:21][N:20]([CH:23]([C:28]3[CH:29]=[CH:30][CH:31]=[CH:32][CH:33]=3)[C:24]([OH:26])=[O:25])[CH2:19][CH2:18]2)=[CH:15][CH:16]=1)=[O:9].